This data is from Reaction yield outcomes from USPTO patents with 853,638 reactions. The task is: Predict the reaction yield, written as a fraction of the theoretical maximum amount of product (1.0 means a 100% yield; for example, 0.34 means a 34% yield). (1) The reactants are [F:1][C:2]1[CH:7]=[CH:6][CH:5]=[C:4]([F:8])[C:3]=1[N:9]1[C:14]2[N:15]=[C:16]([S:29][CH3:30])[N:17]=[C:18]([C:19]3[CH:20]=[C:21]([CH:25]=[CH:26][C:27]=3[CH3:28])[C:22](O)=[O:23])[C:13]=2[CH2:12][NH:11][C:10]1=[O:31].[CH2:32]([NH2:35])[CH2:33][CH3:34].CN(C(ON1N=NC2C=CC=NC1=2)=[N+](C)C)C.F[P-](F)(F)(F)(F)F.C(N(C(C)C)CC)(C)C. The catalyst is C(Cl)Cl.O. The product is [F:1][C:2]1[CH:7]=[CH:6][CH:5]=[C:4]([F:8])[C:3]=1[N:9]1[C:14]2[N:15]=[C:16]([S:29][CH3:30])[N:17]=[C:18]([C:19]3[CH:20]=[C:21]([CH:25]=[CH:26][C:27]=3[CH3:28])[C:22]([NH:35][CH2:32][CH2:33][CH3:34])=[O:23])[C:13]=2[CH2:12][NH:11][C:10]1=[O:31]. The yield is 0.840. (2) The catalyst is CO.[Pd]. The reactants are C([O:8][C:9]1[CH:10]=[C:11]([F:20])[C:12]([CH2:15][C:16]([O:18][CH3:19])=[O:17])=[N:13][CH:14]=1)C1C=CC=CC=1. The yield is 0.970. The product is [F:20][C:11]1[C:12]([CH2:15][C:16]([O:18][CH3:19])=[O:17])=[N:13][CH:14]=[C:9]([OH:8])[CH:10]=1.